Dataset: Reaction yield outcomes from USPTO patents with 853,638 reactions. Task: Predict the reaction yield, written as a fraction of the theoretical maximum amount of product (1.0 means a 100% yield; for example, 0.34 means a 34% yield). The reactants are [CH3:9][S:6](O[S:6]([CH3:9])(=[O:8])=[O:7])(=[O:8])=[O:7].[C:10]([C:12]1[C:20]2[CH2:19][CH2:18][NH:17][CH2:16][C:15]=2[S:14][C:13]=1[NH:21][C:22](=[O:36])[CH:23]([C:30]1[CH:35]=[CH:34][CH:33]=[CH:32][CH:31]=1)[C:24]1[CH:29]=[CH:28][CH:27]=[CH:26][CH:25]=1)#[N:11].CCN(CC)CC. The catalyst is C(Cl)Cl.C(OCC)(=O)C. The product is [C:10]([C:12]1[C:20]2[CH2:19][CH2:18][N:17]([S:6]([CH3:9])(=[O:7])=[O:8])[CH2:16][C:15]=2[S:14][C:13]=1[NH:21][C:22](=[O:36])[CH:23]([C:30]1[CH:31]=[CH:32][CH:33]=[CH:34][CH:35]=1)[C:24]1[CH:29]=[CH:28][CH:27]=[CH:26][CH:25]=1)#[N:11]. The yield is 0.650.